Dataset: Reaction yield outcomes from USPTO patents with 853,638 reactions. Task: Predict the reaction yield, written as a fraction of the theoretical maximum amount of product (1.0 means a 100% yield; for example, 0.34 means a 34% yield). (1) The reactants are CN(C)CC(O)=O.C([O-])(=O)C.[Na+].Br[C:14]1[CH:15]=[C:16]([CH:21]=[CH:22][C:23]=1[O:24][CH3:25])[C:17]([O:19][CH3:20])=[O:18].[CH:26]([N:29]([CH:34]([CH3:36])[CH3:35])[C:30](=[O:33])[CH:31]=[CH2:32])([CH3:28])[CH3:27].Cl. The catalyst is ClCCl.CN1CCCC1=O. The product is [CH:34]([N:29]([CH:26]([CH3:28])[CH3:27])[C:30](=[O:33])/[CH:31]=[CH:32]/[C:14]1[CH:15]=[C:16]([C:17]([O:19][CH3:20])=[O:18])[CH:21]=[CH:22][C:23]=1[O:24][CH3:25])([CH3:36])[CH3:35]. The yield is 0.690. (2) The reactants are [OH-].[Na+].[CH3:3][O:4][C:5](=[O:18])[C:6]1[CH:11]=[CH:10][C:9]([O:12]C(=O)C)=[CH:8][C:7]=1[O:16][CH3:17].Cl. The catalyst is C1COCC1.CO.O. The product is [CH3:3][O:4][C:5](=[O:18])[C:6]1[CH:11]=[CH:10][C:9]([OH:12])=[CH:8][C:7]=1[O:16][CH3:17]. The yield is 0.330. (3) The reactants are [C:1]1([S:7]([N:10]2[C:14]3=[N:15][CH:16]=[CH:17][CH:18]=[C:13]3[CH:12]=[C:11]2[C:19](OS(C2C=CC(C)=CC=2)(=O)=O)=[CH:20][CH:21]2[CH2:25][CH2:24][CH2:23][CH2:22]2)(=[O:9])=[O:8])[CH:6]=[CH:5][CH:4]=[CH:3][CH:2]=1.[CH3:37][O:38][C:39](=[O:56])[C:40]1[CH:45]=[CH:44][C:43](B2OC(C)(C)C(C)(C)O2)=[C:42]([F:55])[CH:41]=1.C(=O)([O-])[O-].[Na+].[Na+]. The catalyst is O1CCOCC1.C(OCC)(=O)C.Cl[Pd](Cl)([P](C1C=CC=CC=1)(C1C=CC=CC=1)C1C=CC=CC=1)[P](C1C=CC=CC=1)(C1C=CC=CC=1)C1C=CC=CC=1. The product is [CH3:37][O:38][C:39](=[O:56])[C:40]1[CH:45]=[CH:44][C:43]([C:19]([C:11]2[N:10]([S:7]([C:1]3[CH:6]=[CH:5][CH:4]=[CH:3][CH:2]=3)(=[O:9])=[O:8])[C:14]3=[N:15][CH:16]=[CH:17][CH:18]=[C:13]3[CH:12]=2)=[CH:20][CH:21]2[CH2:25][CH2:24][CH2:23][CH2:22]2)=[C:42]([F:55])[CH:41]=1. The yield is 0.490. (4) The yield is 0.710. The catalyst is C(O)C.[Pd]. The product is [CH3:9][NH:11][C:12](=[O:18])[C@H:13]([CH:15]([CH3:17])[CH3:16])[NH2:14]. The reactants are C(O[C:9]([N:11](C)[C:12](=[O:18])[C@H:13]([CH:15]([CH3:17])[CH3:16])[NH2:14])=O)C1C=CC=CC=1. (5) The reactants are [Br:1][C:2]1[C:7]([CH3:8])=[CH:6][CH:5]=[CH:4][N:3]=1.C1C=C(Cl)C=C(C(OO)=[O:17])C=1.[OH-].[Na+]. The yield is 0.470. The catalyst is ClCCl. The product is [Br:1][C:2]1[C:7]([CH3:8])=[CH:6][CH:5]=[CH:4][N+:3]=1[O-:17]. (6) The reactants are Cl[C:2]1[C:11]2[C:6](=[CH:7][CH:8]=[CH:9][CH:10]=2)[N:5]=[CH:4][N:3]=1.[H-].[Na+].[CH3:14][O:15][C:16](=[O:29])[CH2:17][CH2:18][CH2:19][C:20]1[CH:25]=[CH:24][C:23]([CH2:26][CH2:27][OH:28])=[CH:22][CH:21]=1. The catalyst is O1CCCC1.C(OCC)(=O)C. The product is [CH3:14][O:15][C:16](=[O:29])[CH2:17][CH2:18][CH2:19][C:20]1[CH:21]=[CH:22][C:23]([CH2:26][CH2:27][O:28][C:2]2[C:11]3[C:6](=[CH:7][CH:8]=[CH:9][CH:10]=3)[N:5]=[CH:4][N:3]=2)=[CH:24][CH:25]=1. The yield is 0.430. (7) The reactants are [F:1][C:2]1[CH:16]=[CH:15][C:5]([O:6][C:7]2[CH:8]=[CH:9][C:10]([O:13]C)=[N:11][CH:12]=2)=[CH:4][CH:3]=1.[Cl:17][C:18]1[CH:25]=[CH:24][C:21]([CH2:22]Cl)=[CH:20][CH:19]=1.[Na+].[I-]. The catalyst is C(#N)C. The product is [Cl:17][C:18]1[CH:25]=[CH:24][C:21]([CH2:22][N:11]2[CH:12]=[C:7]([O:6][C:5]3[CH:15]=[CH:16][C:2]([F:1])=[CH:3][CH:4]=3)[CH:8]=[CH:9][C:10]2=[O:13])=[CH:20][CH:19]=1. The yield is 0.270.